Dataset: Full USPTO retrosynthesis dataset with 1.9M reactions from patents (1976-2016). Task: Predict the reactants needed to synthesize the given product. (1) Given the product [NH2:39][C@@H:8]([CH2:1][C:2]1[CH:3]=[CH:4][CH:5]=[CH:6][CH:7]=1)[CH2:9][C@H:10]([OH:38])[C@@H:11]([NH:25][C:26]([C@@H:27]([NH:32][C:33](=[O:34])[O:35][CH3:36])[C:28]([CH3:30])([CH3:31])[CH3:29])=[O:37])[CH2:12][C:13]1[CH:18]=[CH:17][C:16]([C:19]2[CH:24]=[CH:23][CH:22]=[CH:21][N:20]=2)=[CH:15][CH:14]=1, predict the reactants needed to synthesize it. The reactants are: [CH2:1]([C@H:8]([NH:39]C(=O)OC(C)(C)C)[CH2:9][C@H:10]([OH:38])[C@@H:11]([NH:25][C:26](=[O:37])[C@@H:27]([NH:32][C:33]([O:35][CH3:36])=[O:34])[C:28]([CH3:31])([CH3:30])[CH3:29])[CH2:12][C:13]1[CH:18]=[CH:17][C:16]([C:19]2[CH:24]=[CH:23][CH:22]=[CH:21][N:20]=2)=[CH:15][CH:14]=1)[C:2]1[CH:7]=[CH:6][CH:5]=[CH:4][CH:3]=1.FC(F)(F)C(O)=O. (2) Given the product [Br:12][C:13]1[CH:14]=[CH:15][C:16]2[N:17]([CH:19]=[C:20]([C:22]([NH:7][C:6]3[CH:8]=[CH:9][C:3]([C:2]([F:10])([F:11])[F:1])=[CH:4][CH:5]=3)=[O:23])[N:21]=2)[CH:18]=1, predict the reactants needed to synthesize it. The reactants are: [F:1][C:2]([F:11])([F:10])[C:3]1[CH:9]=[CH:8][C:6]([NH2:7])=[CH:5][CH:4]=1.[Br:12][C:13]1[CH:14]=[CH:15][C:16]2[N:17]([CH:19]=[C:20]([C:22](OCC)=[O:23])[N:21]=2)[CH:18]=1.